This data is from Forward reaction prediction with 1.9M reactions from USPTO patents (1976-2016). The task is: Predict the product of the given reaction. (1) Given the reactants [F:1][C:2]([F:35])([F:34])[C:3]1[CH:8]=[CH:7][C:6](C2(C3C=CC(NC(=O)CCC(O)=O)=CC=3)C=CON2)=[CH:5][C:4]=1[C:28]1[CH:33]=[CH:32][CH:31]=[CH:30][CH:29]=1.Cl.CN(C)[CH2:39][CH2:40][CH2:41][N:42]=[C:43]=NCC.[OH:48][C:49]1[C:57]2N=N[NH:54][C:53]=2[CH:52]=[CH:51][CH:50]=1.[NH4+].[OH-:59].O.C(N([CH:67]([CH3:69])C)CC)(C)C.C[N:71]([CH:73]=[O:74])C, predict the reaction product. The product is: [F:1][C:2]([F:34])([F:35])[C:3]1[CH:8]=[C:7]([C:53]2[CH:57]=[C:49]([C:50]3[CH:51]=[CH:52][C:43]([NH:42][C:41](=[O:59])[CH2:40][CH2:39][C:73]([NH2:71])=[O:74])=[CH:69][CH:67]=3)[O:48][N:54]=2)[CH:6]=[CH:5][C:4]=1[C:28]1[CH:29]=[CH:30][CH:31]=[CH:32][CH:33]=1. (2) Given the reactants Cl[S:2]([C:5]1[CH:6]=[C:7]([CH:12]=[C:13]([S:15](Cl)(=[O:17])=[O:16])[CH:14]=1)[C:8]([O:10][CH3:11])=[O:9])(=[O:4])=[O:3].[C:19]([NH2:23])([CH3:22])([CH3:21])[CH3:20].C([N:27]([CH:30]([CH3:32])[CH3:31])CC)(C)C.[CH2:33](Cl)Cl, predict the reaction product. The product is: [CH3:11][O:10][C:8](=[O:9])[C:7]1[CH:6]=[C:5]([S:2](=[O:4])(=[O:3])[NH:23][C:19]([CH3:22])([CH3:21])[CH3:20])[CH:14]=[C:13]([S:15](=[O:17])(=[O:16])[NH:27][C:30]([CH3:32])([CH3:33])[CH3:31])[CH:12]=1. (3) Given the reactants [OH:1][C:2]1[C:11]([CH3:12])=[C:10]([CH3:13])[C:9](B2OC(C)(C)C(C)(C)O2)=[CH:8][C:3]=1[C:4]([O:6][CH3:7])=[O:5].Br[CH2:24][C:25]1[CH:30]=[CH:29][C:28]([N:31]2[CH:35]=[CH:34][CH:33]=[N:32]2)=[CH:27][CH:26]=1.C(=O)([O-])[O-].[Na+].[Na+].O, predict the reaction product. The product is: [N:31]1([C:28]2[CH:29]=[CH:30][C:25]([CH2:24][C:9]3[C:10]([CH3:13])=[C:11]([CH3:12])[C:2]([OH:1])=[C:3]([CH:8]=3)[C:4]([O:6][CH3:7])=[O:5])=[CH:26][CH:27]=2)[CH:35]=[CH:34][CH:33]=[N:32]1. (4) Given the reactants Br[C:2]1[N:10]([CH2:11][C:12]2[CH:17]=[CH:16][CH:15]=[C:14]([Cl:18])[CH:13]=2)[C:9]2[C:4](=[N:5][C:6]([Cl:19])=[CH:7][CH:8]=2)[CH:3]=1.CC1(C)C(C)(C)OB([C:28]2[CH2:29][N:30]([C:33]([O:35][C:36]([CH3:39])([CH3:38])[CH3:37])=[O:34])[CH2:31][CH:32]=2)O1.C([O-])([O-])=O.[Na+].[Na+], predict the reaction product. The product is: [Cl:19][C:6]1[N:5]=[C:4]2[CH:3]=[C:2]([C:32]3[CH2:31][N:30]([C:33]([O:35][C:36]([CH3:39])([CH3:38])[CH3:37])=[O:34])[CH2:29][CH:28]=3)[N:10]([CH2:11][C:12]3[CH:17]=[CH:16][CH:15]=[C:14]([Cl:18])[CH:13]=3)[C:9]2=[CH:8][CH:7]=1. (5) Given the reactants [F:1][C:2]([F:14])([F:13])[O:3][C:4]1[CH:5]=[C:6](B(O)O)[CH:7]=[CH:8][CH:9]=1.[O-]P([O-])([O-])=O.[K+].[K+].[K+].O.[F:24][C:25]([F:38])([F:37])[C:26]1[CH:31]=[CH:30][C:29]([CH2:32][CH2:33][C:34](Cl)=[O:35])=[CH:28][CH:27]=1.C(OCC)(=O)C, predict the reaction product. The product is: [F:1][C:2]([F:14])([F:13])[O:3][C:4]1[CH:5]=[C:6]([C:34](=[O:35])[CH2:33][CH2:32][C:29]2[CH:28]=[CH:27][C:26]([C:25]([F:37])([F:38])[F:24])=[CH:31][CH:30]=2)[CH:7]=[CH:8][CH:9]=1. (6) Given the reactants [C-:1]#[N:2].[K+].[O:4]1[CH2:9][CH2:8][C:7](=O)[CH2:6][CH2:5]1.[CH2:11]([N:18]1[CH2:23][CH2:22][NH:21][CH2:20][CH2:19]1)[C:12]1[CH:17]=[CH:16][CH:15]=[CH:14][CH:13]=1, predict the reaction product. The product is: [CH2:11]([N:18]1[CH2:23][CH2:22][N:21]([C:7]2([C:1]#[N:2])[CH2:8][CH2:9][O:4][CH2:5][CH2:6]2)[CH2:20][CH2:19]1)[C:12]1[CH:13]=[CH:14][CH:15]=[CH:16][CH:17]=1. (7) Given the reactants [Br:1][C:2]1[CH:3]=[C:4]([C:14]([O:16][CH3:17])=[O:15])[C:5]2[CH:6]=[CH:7][N:8]([CH:11]([CH3:13])[CH3:12])[C:9]=2[CH:10]=1.[B-](F)(F)(F)[F:19].[B-](F)(F)(F)F.C1[N+]2(CCl)CC[N+](F)(CC2)C1.[N+](CC)([O-])=O, predict the reaction product. The product is: [Br:1][C:2]1[CH:3]=[C:4]([C:14]([O:16][CH3:17])=[O:15])[C:5]2[C:6]([F:19])=[CH:7][N:8]([CH:11]([CH3:13])[CH3:12])[C:9]=2[CH:10]=1. (8) Given the reactants [CH2:1]([O:5][C:6]1[CH:14]=[CH:13][C:12]([S:15]([CH3:18])(=[O:17])=[O:16])=[CH:11][C:7]=1[C:8]([OH:10])=O)[CH:2]([CH3:4])[CH3:3].Cl.[C:20]1([S:26]([C:29]2[S:33][C:32]([N:34]3[CH2:39][CH2:38][NH:37][CH2:36][CH2:35]3)=[N:31][CH:30]=2)(=[O:28])=[O:27])[CH:25]=[CH:24][CH:23]=[CH:22][CH:21]=1, predict the reaction product. The product is: [C:20]1([S:26]([C:29]2[S:33][C:32]([N:34]3[CH2:39][CH2:38][N:37]([C:8]([C:7]4[CH:11]=[C:12]([S:15]([CH3:18])(=[O:17])=[O:16])[CH:13]=[CH:14][C:6]=4[O:5][CH2:1][CH:2]([CH3:3])[CH3:4])=[O:10])[CH2:36][CH2:35]3)=[N:31][CH:30]=2)(=[O:28])=[O:27])[CH:25]=[CH:24][CH:23]=[CH:22][CH:21]=1.